This data is from Full USPTO retrosynthesis dataset with 1.9M reactions from patents (1976-2016). The task is: Predict the reactants needed to synthesize the given product. (1) The reactants are: C(N(CC)CC)C.CC(C)(C)C(Cl)=O.[C:15]([OH:23])(=O)[CH:16]=[CH:17][CH2:18][CH2:19][CH2:20][CH3:21].[CH2:24]1[O:29][C:27](=[O:28])[NH:26][CH:25]1[CH2:30][C:31]1[CH:36]=[CH:35][CH:34]=[CH:33][CH:32]=1.[Li]CCCC. Given the product [CH2:30]([C@@H:25]1[CH2:24][O:29][C:27](=[O:28])[N:26]1[C:15](=[O:23])/[CH:16]=[CH:17]/[CH2:18][CH2:19][CH2:20][CH3:21])[C:31]1[CH:32]=[CH:33][CH:34]=[CH:35][CH:36]=1, predict the reactants needed to synthesize it. (2) Given the product [CH2:1]([C@H:8]1[CH2:9][N:10]([C:14]2[CH:19]=[CH:18][C:17]([O:20][CH3:21])=[C:16]([O:22][CH:23]3[CH2:26][CH2:25][CH2:24]3)[CH:15]=2)[CH2:11][CH2:12][N:13]1[C:29](=[O:28])[CH2:30][C:31]1[O:35][C:34]([CH3:36])=[N:33][CH:32]=1)[C:2]1[CH:3]=[CH:4][CH:5]=[CH:6][CH:7]=1, predict the reactants needed to synthesize it. The reactants are: [CH2:1]([C@@H:8]1[NH:13][CH2:12][CH2:11][N:10]([C:14]2[CH:19]=[CH:18][C:17]([O:20][CH3:21])=[C:16]([O:22][CH:23]3[CH2:26][CH2:25][CH2:24]3)[CH:15]=2)[CH2:9]1)[C:2]1[CH:7]=[CH:6][CH:5]=[CH:4][CH:3]=1.C[O:28][C:29](=O)[CH2:30][C:31]1[O:35][C:34]([CH3:36])=[N:33][CH:32]=1. (3) Given the product [CH:26]1([CH:29]([OH:30])[CH:6]2[C:5](=[O:8])[C:4]([C:9]3[C:14]([CH3:15])=[CH:13][C:12]([CH3:16])=[CH:11][C:10]=3[CH3:17])=[C:3]([O:2][CH3:1])[CH2:7]2)[CH2:28][CH2:27]1, predict the reactants needed to synthesize it. The reactants are: [CH3:1][O:2][C:3]1[CH2:7][CH2:6][C:5](=[O:8])[C:4]=1[C:9]1[C:14]([CH3:15])=[CH:13][C:12]([CH3:16])=[CH:11][C:10]=1[CH3:17].C([N-]C(C)C)(C)C.[Li+].[CH:26]1([CH:29]=[O:30])[CH2:28][CH2:27]1. (4) Given the product [CH:1]1([N:5]2[CH2:11][CH2:10][C:9]3[CH:12]=[CH:13][C:14]([CH:16]4[CH2:21][CH2:20][N:19]([C:22]5[N:23]=[CH:24][C:25]([C:28]([NH:32][CH3:31])=[O:29])=[N:26][CH:27]=5)[CH2:18][CH2:17]4)=[CH:15][C:8]=3[CH2:7][CH2:6]2)[CH2:4][CH2:3][CH2:2]1, predict the reactants needed to synthesize it. The reactants are: [CH:1]1([N:5]2[CH2:11][CH2:10][C:9]3[CH:12]=[CH:13][C:14]([CH:16]4[CH2:21][CH2:20][N:19]([C:22]5[N:23]=[CH:24][C:25]([C:28](Cl)=[O:29])=[N:26][CH:27]=5)[CH2:18][CH2:17]4)=[CH:15][C:8]=3[CH2:7][CH2:6]2)[CH2:4][CH2:3][CH2:2]1.[CH3:31][NH2:32].C1COCC1. (5) Given the product [CH3:9][O:8][C:6](=[O:7])[C:5]1[CH:10]=[CH:11][C:12]([O:13][S:22]([C:21]([F:34])([F:33])[F:20])(=[O:24])=[O:23])=[C:3]([CH:1]=[O:2])[CH:4]=1, predict the reactants needed to synthesize it. The reactants are: [CH:1]([C:3]1[CH:4]=[C:5]([CH:10]=[CH:11][C:12]=1[OH:13])[C:6]([O:8][CH3:9])=[O:7])=[O:2].N1C=CC=CC=1.[F:20][C:21]([F:34])([F:33])[S:22](O[S:22]([C:21]([F:34])([F:33])[F:20])(=[O:24])=[O:23])(=[O:24])=[O:23].